This data is from Forward reaction prediction with 1.9M reactions from USPTO patents (1976-2016). The task is: Predict the product of the given reaction. (1) Given the reactants [Se](=O)=O.[O:4]1CCOCC1.O.[C:11]([CH:15]1[CH2:20][CH2:19][CH:18]([O:21][C:22]2[CH:23]=[CH:24][C:25]3[S:29][C:28]([CH3:30])=[N:27][C:26]=3[CH:31]=2)[CH2:17][CH2:16]1)([CH3:14])([CH3:13])[CH3:12], predict the reaction product. The product is: [C:11]([CH:15]1[CH2:20][CH2:19][CH:18]([O:21][C:22]2[CH:23]=[CH:24][C:25]3[S:29][C:28]([CH:30]=[O:4])=[N:27][C:26]=3[CH:31]=2)[CH2:17][CH2:16]1)([CH3:14])([CH3:13])[CH3:12]. (2) Given the reactants C(OC([NH:8][CH2:9][CH2:10][CH2:11][CH2:12][CH2:13][O:14][C:15]1[C:36]([O:37][CH3:38])=[CH:35][C:18]2[C:19]3[N:24]([CH:25]([C:27]([CH3:30])([CH3:29])[CH3:28])[CH2:26][C:17]=2[CH:16]=1)[CH:23]=[C:22]([C:31]([OH:33])=[O:32])[C:21](=[O:34])[CH:20]=3)=O)(C)(C)C.[ClH:39], predict the reaction product. The product is: [ClH:39].[NH2:8][CH2:9][CH2:10][CH2:11][CH2:12][CH2:13][O:14][C:15]1[C:36]([O:37][CH3:38])=[CH:35][C:18]2[C:19]3[N:24]([CH:25]([C:27]([CH3:29])([CH3:30])[CH3:28])[CH2:26][C:17]=2[CH:16]=1)[CH:23]=[C:22]([C:31]([OH:33])=[O:32])[C:21](=[O:34])[CH:20]=3. (3) Given the reactants CO[CH:3](OC)[N:4]([CH3:6])[CH3:5].[CH3:9][CH:10]([CH3:19])[C:11](=[O:18])[CH2:12][C:13]([O:15][CH2:16][CH3:17])=[O:14], predict the reaction product. The product is: [CH3:6][N:4]([CH:3]=[C:12]([C:11](=[O:18])[CH:10]([CH3:19])[CH3:9])[C:13]([O:15][CH2:16][CH3:17])=[O:14])[CH3:5]. (4) Given the reactants [Cl:1][C:2]1[CH:21]=[C:20]([Cl:22])[CH:19]=[CH:18][C:3]=1[CH2:4][N:5]1[C:9]([CH2:10][CH2:11][C:12]([O:14][CH2:15][CH3:16])=[O:13])=[CH:8][C:7]([OH:17])=[N:6]1.[CH3:23][O:24][CH2:25][CH2:26]O.C(P(CCCC)CCCC)CCC.N(C(N1CCCCC1)=O)=NC(N1CCCCC1)=O, predict the reaction product. The product is: [Cl:1][C:2]1[CH:21]=[C:20]([Cl:22])[CH:19]=[CH:18][C:3]=1[CH2:4][N:5]1[C:9]([CH2:10][CH2:11][C:12]([O:14][CH2:15][CH3:16])=[O:13])=[CH:8][C:7]([O:17][CH2:26][CH2:25][O:24][CH3:23])=[N:6]1. (5) Given the reactants [OH:1]/[N:2]=[C:3](\[C:10]#[N:11])/[C:4]1[CH:9]=[CH:8][CH:7]=[CH:6][CH:5]=1.[CH3:12][C:13]1[CH:18]=[CH:17][C:16]([S:19](Cl)(=[O:21])=[O:20])=[CH:15][CH:14]=1, predict the reaction product. The product is: [S:19]([O:1]/[N:2]=[C:3](\[C:10]#[N:11])/[C:4]1[CH:9]=[CH:8][CH:7]=[CH:6][CH:5]=1)([C:16]1[CH:17]=[CH:18][C:13]([CH3:12])=[CH:14][CH:15]=1)(=[O:21])=[O:20]. (6) Given the reactants [CH2:1]([C:3]1[CH:4]=[C:5]2[N:10]([CH:11]=1)[CH:9]=[CH:8][CH:7]=[CH:6]2)[CH3:2].[Cl:12][CH2:13][CH2:14][CH2:15][C:16]1[CH:24]=[CH:23][C:19]([C:20](Cl)=[O:21])=[CH:18][CH:17]=1, predict the reaction product. The product is: [CH2:1]([C:3]1[CH:4]=[C:5]2[N:10]([C:11]=1[C:20]([C:19]1[CH:23]=[CH:24][C:16]([CH2:15][CH2:14][CH2:13][Cl:12])=[CH:17][CH:18]=1)=[O:21])[CH:9]=[CH:8][CH:7]=[CH:6]2)[CH3:2]. (7) Given the reactants [CH3:1][CH:2]([CH3:6])[CH:3]=[N:4][OH:5].[C:7]([O:11][CH3:12])(=[O:10])[C:8]#[CH:9], predict the reaction product. The product is: [CH3:12][O:11][C:7]([C:8]1[O:5][N:4]=[C:3]([CH:2]([CH3:6])[CH3:1])[CH:9]=1)=[O:10].